This data is from Reaction yield outcomes from USPTO patents with 853,638 reactions. The task is: Predict the reaction yield, written as a fraction of the theoretical maximum amount of product (1.0 means a 100% yield; for example, 0.34 means a 34% yield). The reactants are [CH3:1][N:2]1[CH2:7][CH2:6][N:5]([CH2:8][CH2:9][CH2:10][N:11]2C(=O)C3=CC=CC=C3C2=O)[CH2:4][CH2:3]1.O.NN.Cl.C([O-])([O-])=O.[K+].[K+]. The catalyst is C(O)C.CO.C(Cl)Cl. The product is [NH2:11][CH2:10][CH2:9][CH2:8][N:5]1[CH2:4][CH2:3][N:2]([CH3:1])[CH2:7][CH2:6]1. The yield is 0.390.